From a dataset of Forward reaction prediction with 1.9M reactions from USPTO patents (1976-2016). Predict the product of the given reaction. (1) Given the reactants [CH3:1][C:2]1[CH:3]=[CH:4][C:5]([NH2:8])=[N:6][CH:7]=1.[F:9][C:10]1[CH:17]=[CH:16][C:13]([CH:14]=O)=[CH:12][CH:11]=1.[N+:18](C(C)(C)C)#[C-:19], predict the reaction product. The product is: [F:9][C:10]1[CH:17]=[CH:16][C:13]([C:14]2[N:8]=[C:5]3[CH:4]=[CH:3][C:2]([CH3:1])=[CH:7][N:6]3[C:19]=2[NH2:18])=[CH:12][CH:11]=1. (2) The product is: [N:28]1[CH:33]=[CH:32][CH:31]=[C:30]([CH2:34][CH2:35][C:36]([N:11]2[CH2:10][CH2:9][N:8]([S:14]([C:17]3[CH:18]=[CH:19][C:20]([NH:23][C:24](=[O:27])[CH:25]=[CH2:26])=[CH:21][CH:22]=3)(=[O:15])=[O:16])[CH2:13][CH2:12]2)=[O:37])[CH:29]=1. Given the reactants C(N(CC)CC)C.[N:8]1([S:14]([C:17]2[CH:22]=[CH:21][C:20]([NH:23][C:24](=[O:27])[CH:25]=[CH2:26])=[CH:19][CH:18]=2)(=[O:16])=[O:15])[CH2:13][CH2:12][NH:11][CH2:10][CH2:9]1.[N:28]1[CH:33]=[CH:32][CH:31]=[C:30]([CH2:34][CH2:35][C:36](O)=[O:37])[CH:29]=1.C(Cl)CCl, predict the reaction product. (3) Given the reactants Br[C:2]1[CH:3]=[N:4][C:5]2[N:6]([N:8]=[C:9]([NH2:17])[C:10]=2[C:11]2[CH:16]=[CH:15][CH:14]=[CH:13][N:12]=2)[CH:7]=1.Cl.CN(C)CCC([C:25]1[CH:30]=[CH:29][CH:28]=[CH:27][CH:26]=1)=O.O, predict the reaction product. The product is: [C:25]1([C:3]2[CH2:2][CH2:7][N:6]3[N:8]=[C:9]([NH2:17])[C:10]([C:11]4[CH:16]=[CH:15][CH:14]=[CH:13][N:12]=4)=[C:5]3[N:4]=2)[CH:30]=[CH:29][CH:28]=[CH:27][CH:26]=1. (4) Given the reactants [CH3:1][C:2]1[N:7]=[C:6]([NH:8][C:9]2[CH:14]=[CH:13][CH:12]=[CH:11][CH:10]=2)[C:5]([C:15](=[O:28])[CH2:16][CH2:17][C:18]2[CH:19]=[N:20][C:21]([S:24]([CH3:27])(=[O:26])=[O:25])=[CH:22][CH:23]=2)=[CH:4][CH:3]=1.CC1N=C(NC2C=CC=CC=2)C([C:43](=[O:55])[CH2:44]CC2C=NC(S(C)=O)=CC=2)=CC=1.C1C[O:59][CH2:58]C1, predict the reaction product. The product is: [CH3:58][O:59][C:43]([C:44]1[N:8]([C:9]2[CH:14]=[CH:13][CH:12]=[CH:11][CH:10]=2)[C:6]2[C:5]([C:15](=[O:28])[C:16]=1[CH2:17][C:18]1[CH:19]=[N:20][C:21]([S:24]([CH3:27])(=[O:26])=[O:25])=[CH:22][CH:23]=1)=[CH:4][CH:3]=[C:2]([CH3:1])[N:7]=2)=[O:55]. (5) Given the reactants C[O:2][C:3](=[O:44])[CH:4]([NH:28][C:29](=[O:43])[CH:30]([CH2:38][S:39]C(=O)C)[CH2:31][C:32]1[CH:37]=[CH:36][CH:35]=[CH:34][CH:33]=1)[CH2:5][C:6]1[CH:11]=[CH:10][C:9]([NH:12][C:13](=[O:27])[CH2:14][CH2:15][CH:16]([NH2:26])[C:17]([N:19]2[CH2:23][CH2:22][CH2:21][CH:20]2[C:24]#[N:25])=[O:18])=[CH:8][CH:7]=1.[Li+].[OH-], predict the reaction product. The product is: [NH2:26][CH:16]([C:17]([N:19]1[CH2:23][CH2:22][CH2:21][CH:20]1[C:24]#[N:25])=[O:18])[CH2:15][CH2:14][C:13]([NH:12][C:9]1[CH:10]=[CH:11][C:6]([CH2:5][CH:4]([NH:28][C:29](=[O:43])[CH:30]([CH2:38][SH:39])[CH2:31][C:32]2[CH:33]=[CH:34][CH:35]=[CH:36][CH:37]=2)[C:3]([OH:44])=[O:2])=[CH:7][CH:8]=1)=[O:27]. (6) Given the reactants [F:1][C:2]1[CH:7]=[C:6](B2OC(C)(C)C(C)(C)O2)[C:5]([F:17])=[CH:4][C:3]=1[C:18]1[N:22]([C@H:23]2[CH2:27][CH2:26][O:25][CH2:24]2)[N:21]=[CH:20][C:19]=1[C:28]([O:30][CH2:31][CH3:32])=[O:29].I[C:34]1[C:39]([CH3:40])=[CH:38][N:37]=[C:36]([O:41][CH3:42])[C:35]=1[CH3:43].C(=O)([O-])[O-].[Cs+].[Cs+].O1CCOCC1, predict the reaction product. The product is: [F:1][C:2]1[CH:7]=[C:6]([C:34]2[C:39]([CH3:40])=[CH:38][N:37]=[C:36]([O:41][CH3:42])[C:35]=2[CH3:43])[C:5]([F:17])=[CH:4][C:3]=1[C:18]1[N:22]([C@H:23]2[CH2:27][CH2:26][O:25][CH2:24]2)[N:21]=[CH:20][C:19]=1[C:28]([O:30][CH2:31][CH3:32])=[O:29]. (7) Given the reactants [NH2:1][CH2:2][C@H:3]1[N:8]([C:9]([C:11]2[N:12]=[C:13]([CH3:23])[S:14][C:15]=2[C:16]2[CH:17]=[C:18]([CH3:22])[CH:19]=[CH:20][CH:21]=2)=[O:10])[CH2:7][C@H:6]2[C@@H:4]1[CH2:5]2.[CH3:24][N:25]1[C:33]2[C:28](=[CH:29][CH:30]=[CH:31][CH:32]=2)[C:27]([C:34](O)=[O:35])=[N:26]1, predict the reaction product. The product is: [CH3:23][C:13]1[S:14][C:15]([C:16]2[CH:17]=[C:18]([CH3:22])[CH:19]=[CH:20][CH:21]=2)=[C:11]([C:9]([N:8]2[CH2:7][C@H:6]3[C@H:4]([CH2:5]3)[C@H:3]2[CH2:2][NH:1][C:34]([C:27]2[C:28]3[C:33](=[CH:32][CH:31]=[CH:30][CH:29]=3)[N:25]([CH3:24])[N:26]=2)=[O:35])=[O:10])[N:12]=1. (8) Given the reactants [CH3:1][O:2][C:3]1[CH:20]=[CH:19][C:6]2[N:7]=[C:8]([C:10]3[CH:15]=[CH:14][CH:13]=[C:12]([O:16][CH3:17])[C:11]=3Br)[S:9][C:5]=2[CH:4]=1.[C:21](=O)([O-])[O-].[K+].[K+].CB(O)O, predict the reaction product. The product is: [CH3:1][O:2][C:3]1[CH:20]=[CH:19][C:6]2[N:7]=[C:8]([C:10]3[CH:15]=[CH:14][CH:13]=[C:12]([O:16][CH3:17])[C:11]=3[CH3:21])[S:9][C:5]=2[CH:4]=1. (9) Given the reactants [CH3:1][S:2]([C:5]1[CH:6]=[C:7]([N:11]2[CH2:16][CH2:15][NH:14][CH2:13][CH2:12]2)[CH:8]=[CH:9][CH:10]=1)(=[O:4])=[O:3].C([O-])([O-])=O.[K+].[K+].I[CH2:24][CH2:25][CH3:26], predict the reaction product. The product is: [CH3:1][S:2]([C:5]1[CH:6]=[C:7]([N:11]2[CH2:16][CH2:15][N:14]([CH2:24][CH2:25][CH3:26])[CH2:13][CH2:12]2)[CH:8]=[CH:9][CH:10]=1)(=[O:3])=[O:4].